From a dataset of NCI-60 drug combinations with 297,098 pairs across 59 cell lines. Regression. Given two drug SMILES strings and cell line genomic features, predict the synergy score measuring deviation from expected non-interaction effect. Synergy scores: CSS=53.1, Synergy_ZIP=-3.95, Synergy_Bliss=-2.92, Synergy_Loewe=-23.4, Synergy_HSA=-2.53. Cell line: BT-549. Drug 1: CCC1=CC2CC(C3=C(CN(C2)C1)C4=CC=CC=C4N3)(C5=C(C=C6C(=C5)C78CCN9C7C(C=CC9)(C(C(C8N6C)(C(=O)OC)O)OC(=O)C)CC)OC)C(=O)OC.C(C(C(=O)O)O)(C(=O)O)O. Drug 2: CN(CCCl)CCCl.Cl.